Dataset: Catalyst prediction with 721,799 reactions and 888 catalyst types from USPTO. Task: Predict which catalyst facilitates the given reaction. Reactant: [Br:1][C:2]1[CH:3]=[N:4][N:5]2[CH:10]=[CH:9][C:8]([C:11]([O:13]CC)=[O:12])=[N:7][C:6]=12.[OH-].[Na+].Cl. Product: [Br:1][C:2]1[CH:3]=[N:4][N:5]2[CH:10]=[CH:9][C:8]([C:11]([OH:13])=[O:12])=[N:7][C:6]=12. The catalyst class is: 1.